Dataset: Merck oncology drug combination screen with 23,052 pairs across 39 cell lines. Task: Regression. Given two drug SMILES strings and cell line genomic features, predict the synergy score measuring deviation from expected non-interaction effect. (1) Drug 1: Nc1ccn(C2OC(CO)C(O)C2(F)F)c(=O)n1. Drug 2: C=CCn1c(=O)c2cnc(Nc3ccc(N4CCN(C)CC4)cc3)nc2n1-c1cccc(C(C)(C)O)n1. Cell line: PA1. Synergy scores: synergy=-29.1. (2) Cell line: A2780. Drug 1: NC(=O)c1cccc2cn(-c3ccc(C4CCCNC4)cc3)nc12. Drug 2: O=C(NOCC(O)CO)c1ccc(F)c(F)c1Nc1ccc(I)cc1F. Synergy scores: synergy=34.6.